This data is from Reaction yield outcomes from USPTO patents with 853,638 reactions. The task is: Predict the reaction yield, written as a fraction of the theoretical maximum amount of product (1.0 means a 100% yield; for example, 0.34 means a 34% yield). (1) The reactants are [CH3:1][O:2][C:3]1[CH:4]=[C:5]2[C:10](=[CH:11][C:12]=1[O:13][CH3:14])[N:9]=[CH:8][N:7]=[C:6]2[S:15][C:16]1[CH:17]=[C:18]([CH:20]=[CH:21][CH:22]=1)[NH2:19].[CH:23]([C:26]1[O:30][N:29]=[C:28]([NH:31][C:32](=O)[O:33]C2C=CC=CC=2)[CH:27]=1)([CH3:25])[CH3:24]. The yield is 0.690. The product is [CH3:1][O:2][C:3]1[CH:4]=[C:5]2[C:10](=[CH:11][C:12]=1[O:13][CH3:14])[N:9]=[CH:8][N:7]=[C:6]2[S:15][C:16]1[CH:17]=[C:18]([NH:19][C:32]([NH:31][C:28]2[CH:27]=[C:26]([CH:23]([CH3:25])[CH3:24])[O:30][N:29]=2)=[O:33])[CH:20]=[CH:21][CH:22]=1. No catalyst specified. (2) The reactants are Cl[C:2]1[C:3]([C:8]([CH3:27])([CH3:26])[C:9]([NH:11][C@H:12]2[CH2:17][CH2:16][C@H:15]([NH:18][C:19]3[CH:24]=[CH:23][C:22]([CH3:25])=[CH:21][N:20]=3)[CH2:14][CH2:13]2)=[O:10])=[N:4][CH:5]=[CH:6][N:7]=1.CC(C)([O-])C.[Na+]. The catalyst is CC(OC1C=CC=C(OC(C)C)C=1C1C(P(C2CCCCC2)C2CCCCC2)=CC=CC=1)C.CC(OC)(C)C.C1C=[C-]C(CCN)=CC=1.Cl[Pd+].O1CCOCC1. The product is [CH3:26][C:8]1([CH3:27])[C:3]2[C:2](=[N:7][CH:6]=[CH:5][N:4]=2)[N:11]([C@H:12]2[CH2:17][CH2:16][C@H:15]([NH:18][C:19]3[CH:24]=[CH:23][C:22]([CH3:25])=[CH:21][N:20]=3)[CH2:14][CH2:13]2)[C:9]1=[O:10]. The yield is 0.0915.